Dataset: Reaction yield outcomes from USPTO patents with 853,638 reactions. Task: Predict the reaction yield, written as a fraction of the theoretical maximum amount of product (1.0 means a 100% yield; for example, 0.34 means a 34% yield). The catalyst is C1COCC1. The yield is 0.0759. The product is [CH3:4][O:5][C:6]1[CH:7]=[C:8]([NH:18][C:19]2[N:20]=[C:21]([C:6]([OH:5])([CH3:7])[CH3:11])[C:22]3[CH2:28][O:27][CH2:26][CH2:25][C:23]=3[N:24]=2)[CH:9]=[CH:10][C:11]=1[N:12]1[CH:16]=[C:15]([CH3:17])[N:14]=[CH:13]1. The reactants are C[Mg]Br.[CH3:4][O:5][C:6]1[CH:7]=[C:8]([NH:18][C:19]2[N:20]=[C:21](C(OCC)=O)[C:22]3[CH2:28][O:27][CH2:26][CH2:25][C:23]=3[N:24]=2)[CH:9]=[CH:10][C:11]=1[N:12]1[CH:16]=[C:15]([CH3:17])[N:14]=[CH:13]1.